This data is from Catalyst prediction with 721,799 reactions and 888 catalyst types from USPTO. The task is: Predict which catalyst facilitates the given reaction. (1) Reactant: [OH:1][C@@H:2]([C:27]1[NH:31][C:30]2[CH:32]=[CH:33][C:34](I)=[CH:35][C:29]=2[N:28]=1)[C@H:3]1[O:8][C:7]([CH3:10])([CH3:9])[CH2:6][N:5]([C:11]2[CH:15]=[CH:14][N:13]([C:16]3[CH:21]=[C:20]([C:22]([F:25])([F:24])[F:23])[N:19]=[N:18][CH:17]=3)[N:12]=2)[C:4]1=[O:26].[NH:37]1[CH:41]=[C:40](B(O)O)[CH:39]=[N:38]1.C(=O)([O-])[O-].[Cs+].[Cs+].CC(N(C)C)=O. Product: [NH:37]1[CH:41]=[C:40]([C:34]2[CH:33]=[CH:32][C:30]3[NH:31][C:27]([C@H:2]([OH:1])[C@H:3]4[O:8][C:7]([CH3:9])([CH3:10])[CH2:6][N:5]([C:11]5[CH:15]=[CH:14][N:13]([C:16]6[CH:21]=[C:20]([C:22]([F:23])([F:25])[F:24])[N:19]=[N:18][CH:17]=6)[N:12]=5)[C:4]4=[O:26])=[N:28][C:29]=3[CH:35]=2)[CH:39]=[N:38]1. The catalyst class is: 263. (2) Reactant: CS(C)=O.[C:5](=[O:8])([O-])[O-].[K+].[K+].Cl[C:12]1[CH:17]=[CH:16][C:15]([C:18]([F:21])([F:20])[F:19])=[CH:14][N:13]=1. Product: [F:19][C:18]([F:21])([F:20])[C:15]1[CH:16]=[CH:17][C:12]([N:13]2[CH2:12][CH2:17][C@@H:5]([OH:8])[CH2:14]2)=[N:13][CH:14]=1. The catalyst class is: 6. (3) Reactant: [CH2:1]([O:5][CH2:6][CH2:7][O:8][C:9]1[CH:14]=[CH:13][C:12]([C:15]2[CH:16]=[CH:17][C:18]3[N:24]([CH2:25][CH2:26][CH3:27])[CH2:23][CH2:22][C:21]([C:28]([NH:30][C:31]4[CH:36]=[CH:35][C:34]([S:37][CH2:38][C:39]5[N:43]([CH3:44])[CH:42]=[N:41][N:40]=5)=[CH:33][CH:32]=4)=[O:29])=[CH:20][C:19]=3[CH:45]=2)=[CH:11][CH:10]=1)[CH2:2][CH2:3][CH3:4].ClC1C=CC=C(C(OO)=[O:54])C=1.S([O-])([O-])(=O)=S.[Na+].[Na+]. Product: [CH2:1]([O:5][CH2:6][CH2:7][O:8][C:9]1[CH:10]=[CH:11][C:12]([C:15]2[CH:16]=[CH:17][C:18]3[N:24]([CH2:25][CH2:26][CH3:27])[CH2:23][CH2:22][C:21]([C:28]([NH:30][C:31]4[CH:32]=[CH:33][C:34]([S:37]([CH2:38][C:39]5[N:43]([CH3:44])[CH:42]=[N:41][N:40]=5)=[O:54])=[CH:35][CH:36]=4)=[O:29])=[CH:20][C:19]=3[CH:45]=2)=[CH:13][CH:14]=1)[CH2:2][CH2:3][CH3:4]. The catalyst class is: 4. (4) Reactant: [F:1][C:2]1[CH:7]=[C:6]([I:8])[CH:5]=[CH:4][C:3]=1[NH:9][C:10]1[C:15]([N+:16]([O-])=O)=[C:14]([F:19])[CH:13]=[C:12]([F:20])[C:11]=1[F:21].[Cl-].[NH4+].CCOC(C)=O. Product: [F:21][C:11]1[C:12]([F:20])=[CH:13][C:14]([F:19])=[C:15]([NH2:16])[C:10]=1[NH:9][C:3]1[CH:4]=[CH:5][C:6]([I:8])=[CH:7][C:2]=1[F:1]. The catalyst class is: 447. (5) Reactant: [CH3:1][S:2][C:3]1[N:8]=[C:7]([NH:9][C:10]2[S:11][C:12]3[CH:18]=[CH:17][CH:16]=[CH:15][C:13]=3[N:14]=2)[CH:6]=[C:5]([CH2:19][C:20]2[CH:25]=[CH:24][CH:23]=[CH:22][CH:21]=2)[N:4]=1.[OH:26]OS([O-])=O.[K+].ClCCl. Product: [CH3:1][S:2]([C:3]1[N:8]=[C:7]([NH:9][C:10]2[S:11][C:12]3[CH:18]=[CH:17][CH:16]=[CH:15][C:13]=3[N:14]=2)[CH:6]=[C:5]([CH2:19][C:20]2[CH:25]=[CH:24][CH:23]=[CH:22][CH:21]=2)[N:4]=1)=[O:26]. The catalyst class is: 35. (6) The catalyst class is: 6. Product: [Br:6][C:7]1[CH:8]=[CH:9][C:10]([CH3:14])=[C:11]([OH:16])[CH:13]=1. Reactant: S(=O)(=O)(O)O.[Br:6][C:7]1[CH:8]=[CH:9][C:10]([CH3:14])=[C:11]([CH:13]=1)N.N([O-])=[O:16].[Na+]. (7) The catalyst class is: 867. Product: [CH3:1][N:2]1[N:18]=[CH:17][C:16]2[NH:15][C:14](=[O:19])[C@H:13]([CH3:20])[CH2:12][CH2:11][CH2:10][C@H:9]([NH:21][C:22](=[O:28])[O:23][C:24]([CH3:26])([CH3:25])[CH3:27])[CH:8]3[NH:29][CH:4]([CH2:5][CH2:6][CH2:7]3)[C:3]1=2. Reactant: [CH3:1][N:2]1[N:18]=[CH:17][C:16]2[NH:15][C:14](=[O:19])[C@H:13]([CH3:20])[CH:12]=[CH:11][CH2:10][C@H:9]([NH:21][C:22](=[O:28])[O:23][C:24]([CH3:27])([CH3:26])[CH3:25])[C:8]3[N:29]=[C:4]([CH:5]=[CH:6][CH:7]=3)[C:3]1=2.